This data is from TCR-epitope binding with 47,182 pairs between 192 epitopes and 23,139 TCRs. The task is: Binary Classification. Given a T-cell receptor sequence (or CDR3 region) and an epitope sequence, predict whether binding occurs between them. (1) The epitope is IYSKHTPINL. The TCR CDR3 sequence is CASNQETQYF. Result: 0 (the TCR does not bind to the epitope). (2) The epitope is GLCTLVAML. The TCR CDR3 sequence is CSASGYSNQPQHF. Result: 1 (the TCR binds to the epitope). (3) The epitope is EEHVQIHTI. The TCR CDR3 sequence is CASSFQNTGELFF. Result: 1 (the TCR binds to the epitope). (4) The epitope is ARMILMTHF. The TCR CDR3 sequence is CASSLGLPGLAGAYEQYF. Result: 1 (the TCR binds to the epitope).